This data is from Reaction yield outcomes from USPTO patents with 853,638 reactions. The task is: Predict the reaction yield, written as a fraction of the theoretical maximum amount of product (1.0 means a 100% yield; for example, 0.34 means a 34% yield). (1) The reactants are [N+:1]([C:4]1[CH:9]=[CH:8][C:7]([CH:10]2[CH2:12][O:11]2)=[CH:6][CH:5]=1)([O-:3])=[O:2].[CH2:13]([CH2:15][NH2:16])[OH:14]. No catalyst specified. The product is [OH:14][CH2:13][CH2:15][NH:16][CH2:12][CH:10]([C:7]1[CH:8]=[CH:9][C:4]([N+:1]([O-:3])=[O:2])=[CH:5][CH:6]=1)[OH:11]. The yield is 0.600. (2) The reactants are O1CCO[CH:2]1[CH2:6][C:7](=O)[C:8]([F:11])([F:10])[F:9].[NH2:13][C:14]1[C:18]([C:19]([O:21][CH2:22][CH:23]=[CH2:24])=[O:20])=[C:17]([NH2:25])[NH:16][N:15]=1.[OH-].[K+]. The catalyst is O1CCOCC1. The product is [NH2:25][C:17]1[C:18]([C:19]([O:21][CH2:22][CH:23]=[CH2:24])=[O:20])=[C:14]2[N:13]=[C:7]([C:8]([F:9])([F:10])[F:11])[CH:6]=[CH:2][N:15]2[N:16]=1. The yield is 0.790. (3) The reactants are Cl[C:2]1[CH:11]=[CH:10][C:5]([C:6]([O:8][CH3:9])=[O:7])=[C:4]([N+:12]([O-:14])=[O:13])[CH:3]=1.[CH3:15][O:16][C:17]1[CH:22]=[CH:21][C:20](B(O)O)=[CH:19][CH:18]=1.C(=O)([O-])[O-].[Na+].[Na+].Cl. The catalyst is C1CCC(P(C2CCCCC2)C2CCCCC2)CC1.C1CCC(P(C2CCCCC2)C2CCCCC2)CC1.Cl[Pd]Cl.C(#N)C. The product is [CH3:15][O:16][C:17]1[CH:22]=[CH:21][C:20]([C:2]2[CH:11]=[CH:10][C:5]([C:6]([O:8][CH3:9])=[O:7])=[C:4]([N+:12]([O-:14])=[O:13])[CH:3]=2)=[CH:19][CH:18]=1. The yield is 0.340. (4) The reactants are [CH3:1][O:2][C:3](=[O:20])/[C:4](=[CH:9]\[C:10]1([CH2:13][C:14]2[CH:19]=[CH:18][CH:17]=[CH:16][CH:15]=2)[CH2:12][CH2:11]1)/[CH2:5][C:6]([OH:8])=[O:7].C[O-].[Na+].N#N. The catalyst is CO. The product is [CH3:1][O:2][C:3](=[O:20])[C@H:4]([CH2:9][C:10]1([CH2:13][C:14]2[CH:19]=[CH:18][CH:17]=[CH:16][CH:15]=2)[CH2:11][CH2:12]1)[CH2:5][C:6]([OH:8])=[O:7]. The yield is 0.910. (5) The yield is 0.720. The catalyst is CO. The product is [C:1]([C:3]1[CH:4]=[CH:5][C:6]([C:7]([N:9]([CH2:21][CH3:22])[C:10]2[C:11]([O:19][CH3:20])=[C:12]([CH:16]=[CH:17][CH:18]=2)[C:13]([OH:15])=[O:14])=[O:8])=[CH:23][CH:24]=1)#[N:2]. The reactants are [C:1]([C:3]1[CH:24]=[CH:23][C:6]([C:7]([N:9]([CH2:21][CH3:22])[C:10]2[C:11]([O:19][CH3:20])=[C:12]([CH:16]=[CH:17][CH:18]=2)[C:13]([O-:15])=[O:14])=[O:8])=[CH:5][CH:4]=1)#[N:2].[OH-].[Na+]. (6) The reactants are [CH3:1][O:2][C:3](=[O:12])[C:4]1[CH:9]=[C:8](Cl)[N:7]=[C:6]([Cl:11])[CH:5]=1.C1(P(C2C=CC=CC=2)C2C=CC3C(=CC=CC=3)C=2C2C3C(=CC=CC=3)C=CC=2P(C2C=CC=CC=2)C2C=CC=CC=2)C=CC=CC=1.C(=O)([O-])[O-].[Cs+].[Cs+].[C@@H:65]([NH2:69])([CH2:67][CH3:68])[CH3:66]. The catalyst is C1(C)C=CC=CC=1.C(OCC)C.C([O-])(=O)C.[Pd+2].C([O-])(=O)C. The product is [CH3:1][O:2][C:3](=[O:12])[C:4]1[CH:5]=[C:6]([Cl:11])[N:7]=[C:8]([NH:69][C@H:65]([CH2:67][CH3:68])[CH3:66])[CH:9]=1. The yield is 0.730.